This data is from Experimentally validated miRNA-target interactions with 360,000+ pairs, plus equal number of negative samples. The task is: Binary Classification. Given a miRNA mature sequence and a target amino acid sequence, predict their likelihood of interaction. (1) The miRNA is hsa-miR-4699-3p with sequence AAUUUACUCUGCAAUCUUCUCC. The protein sequence of the target gene is MGPTSPAARGQGRRWRPPLPLLLPLSLLLLRAQLAVGNLAVGSPSAAEAPGSAQVAGLCGRLTLHRDLRTGRWEPDPQRSRRCLLDPQRVLEYCRQMYPELHIARVEQAAQAIPMERWCGGTRSGRCAHPHHEVVPFHCLPGEFVSEALLVPEGCRFLHQERMDQCESSTRRHQEAQEACSSQGLILHGSGMLLPCGSDRFRGVEYVCCPPPATPNPSGMAAGDPSTRSWPLGGRAEGGEDEEEVESFPQPVDDYFVEPPQAEEEEEEEEERAPPPSSHTPVMVSRVTPTPRPTDGVDVY.... Result: 0 (no interaction). (2) The miRNA is mmu-miR-6516-3p with sequence UCAUGUAUGAUACUGCAAACAG. The protein sequence of the target gene is MRLTRCWAALAAAIILNLLVFFYVSWLQHQPRNSRARGPRRTSAIGPRVTVLIREFEAFDNAVPELVDSFLQQDPAQPVVVAADTLPYPPLALPRIPNVRLALLQPALDRPAAASRPETYVATEFVALVPDGARAESPGHLERMVEALRGSSARLVAAPVATANPARCLALNVSLREWTARYDPAPSAPRCDALDGDAVLLMRSRDLFNLSVPLARPLATSLFLQTALRGWAVQLLDLTFAAARQPPLATAHARWKAEREGRSRRAALLRSLGIRLVSWEGGRLEWFGCSKESARCFGTV.... Result: 0 (no interaction). (3) The miRNA is cel-miR-58a-3p with sequence UGAGAUCGUUCAGUACGGCAAU. The protein sequence of the target gene is MSGAEQQQIVPANNGDENWKAGLNLPAKDRRFKTADVTDTKGVEFEDFCLGRDLLMGIFEKGWEKPSPIQEASIGVALTGQDILARAKNGTGKTGAYCIPVIEKIQPALKAIQAMVIVPTRELALQTSQICVELSKHIQLKVMVTTGGTDLRDDIMRLNGTVHLVIATPGRILDLMEKGVAKMEHCKTLVLDEADKLLSQDFQGILDRLINFLPKERQVMLYSATFPNTVTSFMQKHMHKPYEINLMEELTLLGVTQYYAFVQEKQKVHCLNTLFRKLQINQSIIFCNSTQRVELLAKKI.... Result: 1 (interaction). (4) The miRNA is mmu-miR-223-3p with sequence UGUCAGUUUGUCAAAUACCCCA. The protein sequence of the target gene is MMRGCHICKLPGRVMGIRVLRFSLVVILVLLLVAGALTNLLPNIKEDKMLTLRREIKSPSKSALDSFTLIMQTYNRTDLLLRLLNHYQAVPSLHKVIVVWNNVGEKGPEELWNSLGPHPIPVIFKPQTANKMRNRLQVFPEVETNAVLMVDDDTLISAQDLVFAFSIWQQFPDQIIGFVPRKHVSTSSGIYSYGGFELQTPGPGNGDQYSMVLIGASFFNSKYLELFQKQPAAVHALIDETQNCDDIAMNFLVTRHTGKPSGIFVKPINMVNLEKETNGYSGMWHRAEHFLQRSYCINKL.... Result: 1 (interaction). (5) The miRNA is hsa-miR-363-3p with sequence AAUUGCACGGUAUCCAUCUGUA. The protein sequence of the target gene is MDSLEEPQKKVFKARKTMRVSDRQQLEAVYKVKEELLKTDVKLLNGNHENGDLDPTSPLENMDYIKDKEEVNGIEEICFDPEGSKAEWKETPCILSVNVKNKQDDDLNCEPLSPHNITPEPVSKLPAEPVSGDPAPGDLDAGDPASGVLASGDSTSGDPTSSEPSSSDAASGDATSGDAPSGDVSPGDATSGDATADDLSSGDPTSSDPIPGEPVPVEPISGDCAADDIASSEITSVDLASGAPASTDPASDDLASGDLSSSELASDDLATGELASDELTSESTFDRTFEPKSVPVCEPV.... Result: 1 (interaction). (6) The miRNA is hsa-miR-4732-3p with sequence GCCCUGACCUGUCCUGUUCUG. The protein sequence of the target gene is MRAFCTVSAPLEVCASSAEQLSPGSRFLALRLLGQQQPKTLYFLVDAKSRVREVYTQTCLHFATQGMLDTELFGLAVLIDGEYMFADPESKLSKYGPKSWRSSHTHGLDANGRPLLELHFRVQFYIESPFMLKDETSRHNYYLQLRHNILQRDLPREQAEQALVFLAGLALQADLGDAPPGTSNSKDDSGEETSASPSNGGRGLSATTTLPKISKRANERMLRLSTYVASTSKRETIPLPPSLPPNGADYYRIEDYLPSGLHTPWARSAMRACHREHLGMATAEAELLYIQQACSLHETI.... Result: 0 (no interaction). (7) Result: 0 (no interaction). The miRNA is hsa-miR-187-5p with sequence GGCUACAACACAGGACCCGGGC. The protein sequence of the target gene is MGHLPRGTLGGRRLLPLLGLFVLLKIVTTFHVAVQDDNNIVVSLEASDIVSPASVYVVRVAGESKNYFFEFEEFNSTLPPPVVFKATYHGLYYIITLVVVNGNVVTKPSRSITVLTKPLPVTSVSIYDYKPSPETGVLFEIHYPEKYNVFSRVNISYWEGRDFRTMLYKDFFKGKTVFNHWLPGLCYSNITFQLVSEATFNKSTLVEYSGVSHEPKQHRTAPYPPRNISVRFVNLNKNNWEEPSGSFPEDSFIKPPQDSIGRDRRFHFPEETPETPPSNVSSGSPPSNVSSAWPDPNSTD.... (8) Result: 0 (no interaction). The miRNA is rno-miR-350 with sequence UUCACAAAGCCCAUACACUUUCAC. The protein sequence of the target gene is MYQSLALAASPRQAAYADSGSFLHAPGAGSPMFVPPARVPSMLSYLSGCEPSPQPPELAARPGWAQTATADSSAFGPGSPHPPAAHPPGATAFPFAHSPSGPGSGGSAGGRDGSAYQGALLPREQFAAPLGRPVGTSYSATYPAYVSPDVAQSWTAGPFDGSVLHGLPGRRPTFVSDFLEEFPGEGRECVNCGALSTPLWRRDGTGHYLCNACGLYHKMNGVNRPLVRPQKRLSSSRRAGLCCTNCHTTNTTLWRRNSEGEPVCNACGLYMKLHGVPRPLAMKKESIQTRKRKPKTIAKA.... (9) The miRNA is mmu-miR-1953 with sequence UGGGAAAGUUCUCAGGCUUCUG. The protein sequence of the target gene is MEPTSGFAEQPGPVKAESEEQEPAQWQALPVLSEQQSGAVELILAYAAPVLDKRQTSRLLREVSAVYPLPAQPHLKRVRPSRSAGGAQSSDLLLCLAGPSAGPRSLAELLPRPAVDPRGLGTPFLVPVPARPPLTRSQFEEARAHWPTSFHEDKQVTSALAGQLFSTQERAAMQTHMERAVCAAQRAAAQGLRAVGAVVVDPASDRVLATGHDCSSVASPLLHAVMVCIDLVAQGQGRGSCDLRSHPACSFTQATATQGARAGSVRKLDEDSLPYVCTGYDLYVTREPCVMCAMALVHAR.... Result: 0 (no interaction). (10) The miRNA is mmu-miR-26a-5p with sequence UUCAAGUAAUCCAGGAUAGGCU. The protein sequence of the target gene is MEPGRGGVETVGKFEFSRKDLIGHGAFAVVFKGRHREKHDLEVAVKCINKKNLAKSQTLLGKEIKILKELKHENIVALYDFQEMANSVYLVMEYCNGGDLADYLHTMRTLSEDTVRLFLQQIAGAMRLLHSKGIIHRDLKPQNILLSNPGGRRANPSNIRVKIADFGFARYLQSNMMAATLCGSPMYMAPEVIMSQHYDGKADLWSIGTIVYQCLTGKAPFQASSPQDLRLFYEKNKTLVPAIPRETSAPLRQLLLALLQRNHKDRMDFDEFFHHPFLDASTPIKKSPPVPVPSYPSSGS.... Result: 1 (interaction).